From a dataset of Reaction yield outcomes from USPTO patents with 853,638 reactions. Predict the reaction yield, written as a fraction of the theoretical maximum amount of product (1.0 means a 100% yield; for example, 0.34 means a 34% yield). (1) The reactants are [CH2:1]([O:3][CH2:4][CH2:5][OH:6])[CH3:2].[H-].[Na+].Cl[C:10]1[CH:38]=[CH:37][C:13]([C:14]([NH:16][CH2:17][CH2:18][NH:19][C:20]([C:22]2[C:23]([C:33]([F:36])([F:35])[F:34])=[N:24][N:25]([C:27]3[CH:32]=[CH:31][CH:30]=[CH:29][CH:28]=3)[CH:26]=2)=[O:21])=[O:15])=[CH:12][N:11]=1. The catalyst is C1COCC1. The product is [CH2:1]([O:3][CH2:4][CH2:5][O:6][C:10]1[CH:38]=[CH:37][C:13]([C:14]([NH:16][CH2:17][CH2:18][NH:19][C:20]([C:22]2[C:23]([C:33]([F:36])([F:34])[F:35])=[N:24][N:25]([C:27]3[CH:32]=[CH:31][CH:30]=[CH:29][CH:28]=3)[CH:26]=2)=[O:21])=[O:15])=[CH:12][N:11]=1)[CH3:2]. The yield is 0.530. (2) The reactants are C(N(CC)CC)C.Cl.[F:9][C:10]1[CH:15]=[CH:14][C:13]([NH:16][C:17]([NH:19][C@H:20]2[CH2:25][CH2:24][CH2:23][NH:22][CH2:21]2)=[O:18])=[CH:12][CH:11]=1.[F:26][C:27]1[CH:35]=[CH:34][C:30]([C:31](Cl)=[O:32])=[CH:29][CH:28]=1.Cl. The catalyst is ClCCl. The product is [F:26][C:27]1[CH:35]=[CH:34][C:30]([C:31]([N:22]2[CH2:23][CH2:24][CH2:25][C@H:20]([NH:19][C:17]([NH:16][C:13]3[CH:14]=[CH:15][C:10]([F:9])=[CH:11][CH:12]=3)=[O:18])[CH2:21]2)=[O:32])=[CH:29][CH:28]=1. The yield is 0.400. (3) The reactants are [CH2:1]([O:8][C:9]1[CH:16]=[CH:15][CH:14]=[CH:13][C:10]=1[CH:11]=O)[C:2]1[CH:7]=[CH:6][CH:5]=[CH:4][CH:3]=1.[C:17]([C:21]1[CH:30]=[CH:29][C:24]([C:25]([NH:27][NH2:28])=[O:26])=[CH:23][CH:22]=1)([CH3:20])([CH3:19])[CH3:18]. No catalyst specified. The product is [CH2:1]([O:8][C:9]1[CH:16]=[CH:15][CH:14]=[CH:13][C:10]=1[CH:11]=[N:28][NH:27][C:25](=[O:26])[C:24]1[CH:29]=[CH:30][C:21]([C:17]([CH3:19])([CH3:18])[CH3:20])=[CH:22][CH:23]=1)[C:2]1[CH:7]=[CH:6][CH:5]=[CH:4][CH:3]=1. The yield is 0.870. (4) The reactants are [Br:1][C:2]1[CH:3]=[C:4]2[C:22](=[CH:23][CH:24]=1)[C:7]1=[CH:8][C:9]3[C:10](=O)[C:11]4[CH:12]=[CH:13][CH:14]=[CH:15][C:16]=4[C:17](=O)[C:18]=3[CH:19]=[C:6]1[C:5]2([CH3:26])[CH3:25].I.O.II. The catalyst is C(O)(=O)C. The product is [Br:1][C:2]1[CH:3]=[C:4]2[C:22](=[CH:23][CH:24]=1)[C:7]1=[CH:8][C:9]3[CH:10]=[C:11]4[C:16](=[CH:17][C:18]=3[CH:19]=[C:6]1[C:5]2([CH3:26])[CH3:25])[CH:15]=[CH:14][CH:13]=[CH:12]4. The yield is 0.610.